This data is from Reaction yield outcomes from USPTO patents with 853,638 reactions. The task is: Predict the reaction yield, written as a fraction of the theoretical maximum amount of product (1.0 means a 100% yield; for example, 0.34 means a 34% yield). (1) The product is [CH2:19]([O:18][C:4]1[CH:3]=[C:2]([NH:1][CH2:31][C:30]2[CH:33]=[CH:34][C:27]([Br:26])=[CH:28][CH:29]=2)[CH:17]=[CH:16][C:5]=1[C:6]([O:8][CH2:9][C:10]1[CH:15]=[CH:14][CH:13]=[CH:12][CH:11]=1)=[O:7])[C:20]1[CH:25]=[CH:24][CH:23]=[CH:22][CH:21]=1. The reactants are [NH2:1][C:2]1[CH:17]=[CH:16][C:5]([C:6]([O:8][CH2:9][C:10]2[CH:15]=[CH:14][CH:13]=[CH:12][CH:11]=2)=[O:7])=[C:4]([O:18][CH2:19][C:20]2[CH:25]=[CH:24][CH:23]=[CH:22][CH:21]=2)[CH:3]=1.[Br:26][C:27]1[CH:34]=[CH:33][C:30]([CH:31]=O)=[CH:29][CH:28]=1. The yield is 0.780. No catalyst specified. (2) The reactants are [Br:1][C:2]1[CH:3]=[CH:4][C:5]2[N:6]([C:16]3[CH:17]=[C:18]([CH:21]=[CH:22][CH:23]=3)[C:19]#[N:20])[C:7]3[C:12]([C:13]=2[CH:14]=1)=[CH:11][C:10]([Br:15])=[CH:9][CH:8]=3.[N-:24]=[N+:25]=[N-:26].[Na+].[Cl-].[NH4+].Cl. The catalyst is CN(C)C=O. The product is [Br:1][C:2]1[CH:3]=[CH:4][C:5]2[N:6]([C:16]3[CH:23]=[CH:22][CH:21]=[C:18]([C:19]4[N:24]=[N:25][NH:26][N:20]=4)[CH:17]=3)[C:7]3[C:12]([C:13]=2[CH:14]=1)=[CH:11][C:10]([Br:15])=[CH:9][CH:8]=3. The yield is 0.829.